From a dataset of NCI-60 drug combinations with 297,098 pairs across 59 cell lines. Regression. Given two drug SMILES strings and cell line genomic features, predict the synergy score measuring deviation from expected non-interaction effect. (1) Drug 1: C1CN(CCN1C(=O)CCBr)C(=O)CCBr. Drug 2: C1=NNC2=C1C(=O)NC=N2. Cell line: DU-145. Synergy scores: CSS=47.8, Synergy_ZIP=-0.715, Synergy_Bliss=0.0767, Synergy_Loewe=-8.59, Synergy_HSA=-1.66. (2) Drug 1: CC1=C(C=C(C=C1)NC2=NC=CC(=N2)N(C)C3=CC4=NN(C(=C4C=C3)C)C)S(=O)(=O)N.Cl. Drug 2: CN(CCCl)CCCl.Cl. Cell line: BT-549. Synergy scores: CSS=18.4, Synergy_ZIP=-0.371, Synergy_Bliss=6.08, Synergy_Loewe=-8.36, Synergy_HSA=2.93. (3) Drug 1: C1=NC2=C(N1)C(=S)N=C(N2)N. Drug 2: CC1=C(C=C(C=C1)NC(=O)C2=CC=C(C=C2)CN3CCN(CC3)C)NC4=NC=CC(=N4)C5=CN=CC=C5. Cell line: SK-OV-3. Synergy scores: CSS=44.4, Synergy_ZIP=3.61, Synergy_Bliss=4.90, Synergy_Loewe=-8.04, Synergy_HSA=2.38. (4) Drug 1: C1=CC=C(C=C1)NC(=O)CCCCCCC(=O)NO. Drug 2: CC1=C(N=C(N=C1N)C(CC(=O)N)NCC(C(=O)N)N)C(=O)NC(C(C2=CN=CN2)OC3C(C(C(C(O3)CO)O)O)OC4C(C(C(C(O4)CO)O)OC(=O)N)O)C(=O)NC(C)C(C(C)C(=O)NC(C(C)O)C(=O)NCCC5=NC(=CS5)C6=NC(=CS6)C(=O)NCCC[S+](C)C)O. Cell line: UO-31. Synergy scores: CSS=28.1, Synergy_ZIP=-6.21, Synergy_Bliss=0.385, Synergy_Loewe=3.82, Synergy_HSA=4.51. (5) Drug 1: CNC(=O)C1=NC=CC(=C1)OC2=CC=C(C=C2)NC(=O)NC3=CC(=C(C=C3)Cl)C(F)(F)F. Drug 2: CCC1(CC2CC(C3=C(CCN(C2)C1)C4=CC=CC=C4N3)(C5=C(C=C6C(=C5)C78CCN9C7C(C=CC9)(C(C(C8N6C)(C(=O)OC)O)OC(=O)C)CC)OC)C(=O)OC)O.OS(=O)(=O)O. Cell line: HOP-92. Synergy scores: CSS=-0.0310, Synergy_ZIP=-1.94, Synergy_Bliss=-2.93, Synergy_Loewe=-3.52, Synergy_HSA=-3.62. (6) Synergy scores: CSS=1.37, Synergy_ZIP=-0.357, Synergy_Bliss=-1.44, Synergy_Loewe=-2.12, Synergy_HSA=-2.71. Drug 2: CC1CCCC2(C(O2)CC(NC(=O)CC(C(C(=O)C(C1O)C)(C)C)O)C(=CC3=CSC(=N3)C)C)C. Drug 1: CS(=O)(=O)C1=CC(=C(C=C1)C(=O)NC2=CC(=C(C=C2)Cl)C3=CC=CC=N3)Cl. Cell line: HOP-92. (7) Drug 1: CCN(CC)CCCC(C)NC1=C2C=C(C=CC2=NC3=C1C=CC(=C3)Cl)OC. Drug 2: C(CCl)NC(=O)N(CCCl)N=O. Cell line: MDA-MB-435. Synergy scores: CSS=11.1, Synergy_ZIP=-9.89, Synergy_Bliss=-8.45, Synergy_Loewe=-5.69, Synergy_HSA=-5.67. (8) Drug 1: CS(=O)(=O)C1=CC(=C(C=C1)C(=O)NC2=CC(=C(C=C2)Cl)C3=CC=CC=N3)Cl. Drug 2: CC(CN1CC(=O)NC(=O)C1)N2CC(=O)NC(=O)C2. Cell line: UACC62. Synergy scores: CSS=16.1, Synergy_ZIP=-4.97, Synergy_Bliss=1.01, Synergy_Loewe=-0.0129, Synergy_HSA=0.904.